This data is from Peptide-MHC class I binding affinity with 185,985 pairs from IEDB/IMGT. The task is: Regression. Given a peptide amino acid sequence and an MHC pseudo amino acid sequence, predict their binding affinity value. This is MHC class I binding data. (1) The peptide sequence is AFHHRAREL. The MHC is HLA-B15:03 with pseudo-sequence HLA-B15:03. The binding affinity (normalized) is 0.155. (2) The peptide sequence is AEIEDLIFLA. The MHC is HLA-B44:03 with pseudo-sequence HLA-B44:03. The binding affinity (normalized) is 0.498. (3) The peptide sequence is LQEEMAETL. The MHC is HLA-B40:01 with pseudo-sequence HLA-B40:01. The binding affinity (normalized) is 0.375. (4) The peptide sequence is WTVNDIQKL. The MHC is HLA-B40:02 with pseudo-sequence HLA-B40:02. The binding affinity (normalized) is 0. (5) The peptide sequence is VYSFDESSF. The MHC is HLA-A31:01 with pseudo-sequence HLA-A31:01. The binding affinity (normalized) is 0.0847. (6) The peptide sequence is DILLHSTYF. The binding affinity (normalized) is 0.149. The MHC is Mamu-A02 with pseudo-sequence Mamu-A02. (7) The peptide sequence is GEIGIRNWL. The MHC is HLA-B15:17 with pseudo-sequence HLA-B15:17. The binding affinity (normalized) is 0.0847.